This data is from Forward reaction prediction with 1.9M reactions from USPTO patents (1976-2016). The task is: Predict the product of the given reaction. The product is: [Cl:1][C:2]1[C:11]2[C:6](=[CH:7][CH:8]=[CH:9][CH:10]=2)[C:5]([C:12]2[CH:17]=[CH:16][CH:15]=[C:14]([F:18])[CH:13]=2)=[C:4]([CH:19]([NH2:28])[CH3:20])[CH:3]=1. Given the reactants [Cl:1][C:2]1[C:11]2[C:6](=[CH:7][CH:8]=[CH:9][CH:10]=2)[C:5]([C:12]2[CH:17]=[CH:16][CH:15]=[C:14]([F:18])[CH:13]=2)=[C:4]([C:19](=O)[CH3:20])[CH:3]=1.C([O-])(=O)C.[NH4+].C([BH3-])#[N:28].[Na+], predict the reaction product.